From a dataset of Catalyst prediction with 721,799 reactions and 888 catalyst types from USPTO. Predict which catalyst facilitates the given reaction. (1) Reactant: [CH2:1]([O:3][C:4]1[C:5]([OH:15])=[CH:6][C:7]([N+:12]([O-:14])=[O:13])=[C:8]([CH:11]=1)[CH:9]=[O:10])[CH3:2].[N+:16]([O-])([OH:18])=[O:17]. Product: [CH2:1]([O:3][C:4]1[C:5]([OH:15])=[C:6]([N+:16]([O-:18])=[O:17])[C:7]([N+:12]([O-:14])=[O:13])=[C:8]([CH:11]=1)[CH:9]=[O:10])[CH3:2]. The catalyst class is: 4. (2) Reactant: [F:1][C:2]([F:9])([F:8])[CH2:3][CH2:4][CH2:5][CH:6]=[O:7].[O:10]1CCOCC1.[Se](=O)=O.O. Product: [F:1][C:2]([F:9])([F:8])[CH2:3][CH2:4][C:5](=[O:10])[CH:6]=[O:7]. The catalyst class is: 15. (3) Reactant: [CH2:1]1[CH2:6][CH2:5][CH:4]([N:7]=[C:8]=[N:9][CH:10]2[CH2:15][CH2:14][CH2:13][CH2:12][CH2:11]2)[CH2:3][CH2:2]1.ClC1C=CC(C(N2C3C(=CC(OC)=CC=3)C(CC(O)=O)=C2C)=[O:24])=CC=1. Product: [CH:10]1([NH:9][C:8](=[O:24])[NH:7][CH:4]2[CH2:3][CH2:2][CH2:1][CH2:6][CH2:5]2)[CH2:15][CH2:14][CH2:13][CH2:12][CH2:11]1. The catalyst class is: 79. (4) Reactant: [CH:1](=O)[C:2]1[CH:9]=[CH:8][C:5]([CH:6]=[O:7])=[CH:4][CH:3]=1.[CH2:11]([C:18]1[CH:23]=[CH:22][C:21]([OH:24])=[CH:20][CH:19]=1)[C:12]1[CH:17]=[CH:16][CH:15]=[CH:14][CH:13]=1.[OH2:25].[C:26]1([CH3:36])[CH:31]=[CH:30][C:29](S(O)(=O)=O)=[CH:28][CH:27]=1. Product: [OH:24][C:21]1[CH:20]=[CH:19][C:18]([CH2:11][C:12]2[CH:13]=[CH:14][CH:15]=[CH:16][CH:17]=2)=[CH:23][C:22]=1[C:4]1[C:3]([C:30]2[CH:31]=[C:26]([CH2:36][C:2]3[CH:9]=[CH:8][CH:5]=[CH:4][CH:3]=3)[CH:27]=[CH:28][C:29]=2[OH:25])=[C:2]([CH3:1])[CH:9]=[CH:8][C:5]=1[CH:6]=[O:7]. The catalyst class is: 113. (5) Reactant: [CH2:1]([O:3][C:4]([C:6]1[CH:10]=[CH:9][NH:8][N:7]=1)=[O:5])[CH3:2].[Cl:11]N1C(=O)CCC1=O. Product: [CH2:1]([O:3][C:4]([C:6]1[C:10]([Cl:11])=[CH:9][NH:8][N:7]=1)=[O:5])[CH3:2]. The catalyst class is: 9. (6) Reactant: [NH2:1][C:2]1[CH:7]=[CH:6][CH:5]=[CH:4][C:3]=1[NH:8][S:9]([C:12]1[CH:17]=[CH:16][C:15]([Cl:18])=[CH:14][CH:13]=1)(=[O:11])=[O:10].[O:19]1[C:23]2[CH:24]=[CH:25][CH:26]=[CH:27][C:22]=2[CH:21]=[C:20]1[S:28](Cl)(=[O:30])=[O:29]. Product: [Cl:18][C:15]1[CH:14]=[CH:13][C:12]([S:9]([NH:8][C:3]2[CH:4]=[CH:5][CH:6]=[CH:7][C:2]=2[NH:1][S:28]([C:20]2[O:19][C:23]3[CH:24]=[CH:25][CH:26]=[CH:27][C:22]=3[CH:21]=2)(=[O:29])=[O:30])(=[O:11])=[O:10])=[CH:17][CH:16]=1. The catalyst class is: 202. (7) Reactant: Br[C:2]1[CH:3]=[C:4]([NH:9][C:10]2[N:15]=[C:14]([C:16]([F:19])([F:18])[CH3:17])[CH:13]=[CH:12][N:11]=2)[CH:5]=[C:6]([CH3:8])[CH:7]=1.CC1(C)C(C)(C)OB([C:28]2[CH:29]=[N:30][N:31](C(OC(C)(C)C)=O)[CH:32]=2)O1.ClCCl.C(=O)([O-])[O-].[Na+].[Na+]. Product: [F:18][C:16]([C:14]1[CH:13]=[CH:12][N:11]=[C:10]([NH:9][C:4]2[CH:3]=[C:2]([C:28]3[CH:32]=[N:31][NH:30][CH:29]=3)[CH:7]=[C:6]([CH3:8])[CH:5]=2)[N:15]=1)([F:19])[CH3:17]. The catalyst class is: 294. (8) Reactant: [CH2:1]([O:3][C:4]([C:6]1[N:7]([CH3:16])[C:8]2[C:13]([C:14]=1[NH2:15])=[CH:12][CH:11]=[CH:10][CH:9]=2)=[O:5])[CH3:2].Br[C:18]1[CH:23]=[CH:22][C:21]([S:24][CH3:25])=[CH:20][C:19]=1[Cl:26].CC1(C)C2C(=C(P(C3C=CC=CC=3)C3C=CC=CC=3)C=CC=2)OC2C(P(C3C=CC=CC=3)C3C=CC=CC=3)=CC=CC1=2.[O-]P([O-])([O-])=O.[K+].[K+].[K+]. Product: [CH2:1]([O:3][C:4]([C:6]1[N:7]([CH3:16])[C:8]2[C:13]([C:14]=1[NH:15][C:18]1[CH:23]=[CH:22][C:21]([S:24][CH3:25])=[CH:20][C:19]=1[Cl:26])=[CH:12][CH:11]=[CH:10][CH:9]=2)=[O:5])[CH3:2]. The catalyst class is: 101. (9) Reactant: C([O:4][CH2:5][C:6]1[C:11]([N:12]2[CH2:23][CH2:22][N:21]3[C:14](=[CH:15][C:16]4[CH2:17][C:18]([CH3:25])([CH3:24])[CH2:19][C:20]=43)[C:13]2=[O:26])=[CH:10][C:9]([F:27])=[CH:8][C:7]=1[C:28]1[CH:33]=[C:32]([NH:34][C:35]2[CH:40]=[CH:39][C:38]([N:41]3[CH2:46][C@@H:45]([CH3:47])[N:44]([CH:48]4[CH2:51][O:50][CH2:49]4)[CH2:43][C@@H:42]3[CH3:52])=[CH:37][N:36]=2)[C:31](=[O:53])[N:30]([CH3:54])[CH:29]=1)(=O)C.[OH-].[Li+]. Product: [CH3:52][C@H:42]1[CH2:43][N:44]([CH:48]2[CH2:51][O:50][CH2:49]2)[C@H:45]([CH3:47])[CH2:46][N:41]1[C:38]1[CH:39]=[CH:40][C:35]([NH:34][C:32]2[C:31](=[O:53])[N:30]([CH3:54])[CH:29]=[C:28]([C:7]3[C:6]([CH2:5][OH:4])=[C:11]([N:12]4[CH2:23][CH2:22][N:21]5[C:20]6[CH2:19][C:18]([CH3:24])([CH3:25])[CH2:17][C:16]=6[CH:15]=[C:14]5[C:13]4=[O:26])[CH:10]=[C:9]([F:27])[CH:8]=3)[CH:33]=2)=[N:36][CH:37]=1. The catalyst class is: 854.